From a dataset of Catalyst prediction with 721,799 reactions and 888 catalyst types from USPTO. Predict which catalyst facilitates the given reaction. (1) Reactant: [NH2:1][C:2]1[CH:59]=[C:58]([O:60][Si:61]([CH:68]([CH3:70])[CH3:69])([CH:65]([CH3:67])[CH3:66])[CH:62]([CH3:64])[CH3:63])[C:57]([O:71][CH3:72])=[CH:56][C:3]=1[C:4]([N:6]1[C@H:10]([CH2:11][O:12][Si:13]([C:16]([CH3:19])([CH3:18])[CH3:17])([CH3:15])[CH3:14])[CH2:9][C:8]([C:20]2[CH:25]=[CH:24][C:23]([NH:26][C:27](=[O:55])[C@@H:28]([NH:30][C:31](=[O:54])[C@@H:32]([NH:36][C:37](=[O:53])[O:38][CH2:39][CH:40]3[C:52]4[CH:51]=[CH:50][CH:49]=[CH:48][C:47]=4[C:46]4[C:41]3=[CH:42][CH:43]=[CH:44][CH:45]=4)[CH:33]([CH3:35])[CH3:34])[CH3:29])=[CH:22][CH:21]=2)=[CH:7]1)=[O:5].[CH3:73][C:74]([O:77][C:78](O[C:78]([O:77][C:74]([CH3:76])([CH3:75])[CH3:73])=[O:79])=[O:79])([CH3:76])[CH3:75].C(Cl)(Cl)Cl. Product: [C:74]([O:77][C:78]([NH:1][C:2]1[CH:59]=[C:58]([O:60][Si:61]([CH:68]([CH3:70])[CH3:69])([CH:65]([CH3:67])[CH3:66])[CH:62]([CH3:63])[CH3:64])[C:57]([O:71][CH3:72])=[CH:56][C:3]=1[C:4]([N:6]1[C@H:10]([CH2:11][O:12][Si:13]([C:16]([CH3:19])([CH3:17])[CH3:18])([CH3:15])[CH3:14])[CH2:9][C:8]([C:20]2[CH:21]=[CH:22][C:23]([NH:26][C:27](=[O:55])[C@@H:28]([NH:30][C:31](=[O:54])[C@@H:32]([NH:36][C:37](=[O:53])[O:38][CH2:39][CH:40]3[C:41]4[CH:42]=[CH:43][CH:44]=[CH:45][C:46]=4[C:47]4[C:52]3=[CH:51][CH:50]=[CH:49][CH:48]=4)[CH:33]([CH3:34])[CH3:35])[CH3:29])=[CH:24][CH:25]=2)=[CH:7]1)=[O:5])=[O:79])([CH3:76])([CH3:75])[CH3:73]. The catalyst class is: 828. (2) Reactant: [CH3:1][O:2][C:3](=[O:29])[CH:4]=[C:5]([OH:28])[CH2:6][CH:7]([C:9]1[N:10]([CH:25]([CH3:27])[CH3:26])[C:11]2[C:16]([C:17]=1[C:18]1[CH:23]=[CH:22][C:21]([F:24])=[CH:20][CH:19]=1)=[CH:15][CH:14]=[CH:13][CH:12]=2)O.C1(C)C=CC(S(O)(=O)=O)=CC=1. Product: [CH3:1][O:2][C:3](=[O:29])[CH2:4][C:5](=[O:28])/[CH:6]=[CH:7]/[C:9]1[N:10]([CH:25]([CH3:26])[CH3:27])[C:11]2[C:16]([C:17]=1[C:18]1[CH:19]=[CH:20][C:21]([F:24])=[CH:22][CH:23]=1)=[CH:15][CH:14]=[CH:13][CH:12]=2. The catalyst class is: 11. (3) Reactant: [F:1][C:2]1[CH:19]=[C:18]([CH3:20])[CH:17]=[CH:16][C:3]=1[NH:4][C:5]1[C:6]([C:13]([OH:15])=O)=[CH:7][N:8]([CH3:12])[C:9](=[O:11])[CH:10]=1.C1N=CN(C(N2C=NC=C2)=O)C=1.[NH2:33][CH2:34][CH2:35][CH2:36][OH:37]. Product: [F:1][C:2]1[CH:19]=[C:18]([CH3:20])[CH:17]=[CH:16][C:3]=1[NH:4][C:5]1[C:6]([C:13]([NH:33][CH2:34][CH2:35][CH2:36][OH:37])=[O:15])=[CH:7][N:8]([CH3:12])[C:9](=[O:11])[CH:10]=1. The catalyst class is: 118. (4) Reactant: Cl[C:2]1[CH:10]=[CH:9][C:8]([N+:11]([O-:13])=[O:12])=[CH:7][C:3]=1[C:4]([OH:6])=[O:5].[CH3:14][CH:15]1[CH2:20][CH2:19][NH:18][CH2:17][CH2:16]1. The catalyst class is: 33. Product: [CH3:14][CH:15]1[CH2:20][CH2:19][N:18]([C:2]2[CH:10]=[CH:9][C:8]([N+:11]([O-:13])=[O:12])=[CH:7][C:3]=2[C:4]([OH:6])=[O:5])[CH2:17][CH2:16]1. (5) Reactant: [C:1]1([CH:7]([NH:12][S:13]([C:16]2[CH:21]=[CH:20][CH:19]=[C:18]([C:22]([F:25])([F:24])[F:23])[CH:17]=2)(=[O:15])=[O:14])[CH2:8][C:9](O)=[O:10])[CH:6]=[CH:5][CH:4]=[CH:3][CH:2]=1.[NH2:26][CH:27]1[CH2:36][CH2:35][CH2:34][C:33]2[CH:32]=[C:31]([O:37][S:38]([C:41]([F:44])([F:43])[F:42])(=[O:40])=[O:39])[CH:30]=[CH:29][C:28]1=2.C1C=CC2N(O)N=NC=2C=1.C(Cl)CCl. Product: [C:1]1([CH:7]([NH:12][S:13]([C:16]2[CH:21]=[CH:20][CH:19]=[C:18]([C:22]([F:24])([F:23])[F:25])[CH:17]=2)(=[O:15])=[O:14])[CH2:8][C:9]([NH:26][CH:27]2[CH2:36][CH2:35][CH2:34][C:33]3[CH:32]=[C:31]([O:37][S:38]([C:41]([F:44])([F:42])[F:43])(=[O:40])=[O:39])[CH:30]=[CH:29][C:28]2=3)=[O:10])[CH:6]=[CH:5][CH:4]=[CH:3][CH:2]=1. The catalyst class is: 2.